Dataset: Reaction yield outcomes from USPTO patents with 853,638 reactions. Task: Predict the reaction yield, written as a fraction of the theoretical maximum amount of product (1.0 means a 100% yield; for example, 0.34 means a 34% yield). (1) The product is [CH3:29][O:30][C:31]1[CH:32]=[C:33]([CH:34]=[CH:35][C:36]=1[O:37][CH3:38])[O:39][C:2]1[C:7](=[O:8])[N:6]([CH2:9][C:10]2[CH:15]=[CH:14][C:13]([C:16]3[C:17]([C:22]#[N:23])=[CH:18][CH:19]=[CH:20][CH:21]=3)=[CH:12][CH:11]=2)[C:5]([CH2:24][CH2:25][CH3:26])=[N:4][C:3]=1[CH2:27][CH3:28]. The catalyst is C(OCC)(=O)C. The yield is 0.610. The reactants are Br[C:2]1[C:7](=[O:8])[N:6]([CH2:9][C:10]2[CH:15]=[CH:14][C:13]([C:16]3[C:17]([C:22]#[N:23])=[CH:18][CH:19]=[CH:20][CH:21]=3)=[CH:12][CH:11]=2)[C:5]([CH2:24][CH2:25][CH3:26])=[N:4][C:3]=1[CH2:27][CH3:28].[CH3:29][O:30][C:31]1[CH:32]=[C:33]([OH:39])[CH:34]=[CH:35][C:36]=1[O:37][CH3:38].[OH-].[K+].CS(C)=O. (2) The reactants are I[C:2]1[CH:3]=[C:4]2[C:9](=[CH:10][C:11]=1[O:12][CH3:13])[O:8][CH:7]([C:14]([F:17])([F:16])[F:15])[C:6]([C:18]([O:20][CH2:21][CH3:22])=[O:19])=[CH:5]2.C(=O)([O-])[O-].[K+].[K+].[CH2:29](B(CC)CC)[CH3:30].C(OCC)(=O)C. The catalyst is CN(C=O)C.[Pd].C1(P(C2C=CC=CC=2)C2C=CC=CC=2)C=CC=CC=1.C1(P(C2C=CC=CC=2)C2C=CC=CC=2)C=CC=CC=1.C1(P(C2C=CC=CC=2)C2C=CC=CC=2)C=CC=CC=1.C1(P(C2C=CC=CC=2)C2C=CC=CC=2)C=CC=CC=1. The product is [CH2:29]([C:2]1[CH:3]=[C:4]2[C:9](=[CH:10][C:11]=1[O:12][CH3:13])[O:8][CH:7]([C:14]([F:17])([F:16])[F:15])[C:6]([C:18]([O:20][CH2:21][CH3:22])=[O:19])=[CH:5]2)[CH3:30]. The yield is 0.680.